From a dataset of Reaction yield outcomes from USPTO patents with 853,638 reactions. Predict the reaction yield, written as a fraction of the theoretical maximum amount of product (1.0 means a 100% yield; for example, 0.34 means a 34% yield). (1) The reactants are [S:1](=[O:39])(=[O:38])([O:3][CH2:4][C@@H:5]1[CH2:9][C@@H:8]([O:10][C:11]2[CH:16]=[CH:15][N:14]=[C:13]([NH:17][C@@H:18]3[C:26]4[C:21](=[CH:22][C:23]([Cl:27])=[CH:24][CH:25]=4)[C:20]([CH3:29])([CH3:28])[CH2:19]3)[CH:12]=2)[CH2:7][C@@H:6]1[O:30][Si](C(C)(C)C)(C)C)[NH2:2]. The catalyst is Cl.C(O)C. The product is [S:1](=[O:39])(=[O:38])([O:3][CH2:4][C@@H:5]1[CH2:9][C@@H:8]([O:10][C:11]2[CH:16]=[CH:15][N:14]=[C:13]([NH:17][C@@H:18]3[C:26]4[C:21](=[CH:22][C:23]([Cl:27])=[CH:24][CH:25]=4)[C:20]([CH3:28])([CH3:29])[CH2:19]3)[CH:12]=2)[CH2:7][C@@H:6]1[OH:30])[NH2:2]. The yield is 0.710. (2) The reactants are [CH3:1][O:2][C:3]1[CH:10]=[CH:9][C:8]([O:11][C:12]([F:15])([F:14])[F:13])=[CH:7][C:4]=1[CH:5]=[O:6].[OH-:16].[K+].OO.Cl. The catalyst is CO. The product is [CH3:1][O:2][C:3]1[CH:10]=[CH:9][C:8]([O:11][C:12]([F:13])([F:14])[F:15])=[CH:7][C:4]=1[C:5]([OH:16])=[O:6]. The yield is 0.910. (3) The reactants are [CH3:1][S:2]([OH:5])(=[O:4])=[O:3].[CH:6]([N:8]1[CH:12]=[CH:11][N:10]=[CH:9]1)=[CH2:7].C(=O)=O. The catalyst is C(OCC)C. The product is [CH3:1][S:2]([O-:5])(=[O:4])=[O:3].[CH:6]([N+:8]1[CH:12]=[CH:11][NH:10][CH:9]=1)=[CH2:7]. The yield is 0.950. (4) The reactants are [NH2:1][C:2](=[O:14])[CH2:3][S:4][C:5]1[CH:10]=[CH:9][C:8](B(O)O)=[CH:7][CH:6]=1.Br[C:16]1[N:21]=[CH:20][C:19]([O:22][CH2:23][CH:24]2[CH2:29][CH2:28][N:27]([C:30]([O:32][CH:33]([CH3:35])[CH3:34])=[O:31])[CH2:26][CH2:25]2)=[CH:18][CH:17]=1.C([O-])([O-])=O.[Na+].[Na+]. The catalyst is Cl[Pd](Cl)([P](C1C=CC=CC=1)(C1C=CC=CC=1)C1C=CC=CC=1)[P](C1C=CC=CC=1)(C1C=CC=CC=1)C1C=CC=CC=1.COCCOC. The product is [NH2:1][C:2](=[O:14])[CH2:3][S:4][C:5]1[CH:10]=[CH:9][C:8]([C:16]2[N:21]=[CH:20][C:19]([O:22][CH2:23][CH:24]3[CH2:25][CH2:26][N:27]([C:30]([O:32][CH:33]([CH3:35])[CH3:34])=[O:31])[CH2:28][CH2:29]3)=[CH:18][CH:17]=2)=[CH:7][CH:6]=1. The yield is 0.750. (5) The reactants are [OH:1][C:2]1[C:9]([OH:10])=[CH:8][CH:7]=[CH:6][C:3]=1[C:4]#[N:5].[H-].[Na+].CC1C=CC(S(O[CH2:24][CH2:25][O:26][CH2:27][CH2:28][O:29][CH3:30])(=O)=O)=CC=1. The yield is 0.250. The catalyst is CS(C)=O. The product is [OH:1][C:2]1[C:9]([O:10][CH2:24][CH2:25][O:26][CH2:27][CH2:28][O:29][CH3:30])=[CH:8][CH:7]=[CH:6][C:3]=1[C:4]#[N:5]. (6) The reactants are Br[CH2:2][CH2:3][CH2:4][CH2:5][C:6]([CH3:13])([CH3:12])[C:7]([O:9][CH2:10][CH3:11])=[O:8].[C:14]1(=[O:24])[NH:18][C:17](=[O:19])[C:16]2=[CH:20][CH:21]=[CH:22][CH:23]=[C:15]12.[K]. The catalyst is CN(C=O)C. The product is [CH2:10]([O:9][C:7](=[O:8])[C:6]([CH3:13])([CH3:12])[CH2:5][CH2:4][CH2:3][CH2:2][N:18]1[C:17](=[O:19])[C:16]2=[CH:20][CH:21]=[CH:22][CH:23]=[C:15]2[C:14]1=[O:24])[CH3:11]. The yield is 0.900. (7) The reactants are Cl.C(O[C:5](=[NH:14])[C:6]1[CH:11]=[CH:10][C:9]([O:12][CH3:13])=[CH:8][CH:7]=1)C.[CH:15]1([NH2:18])[CH2:17][CH2:16]1. The catalyst is C(Cl)Cl. The product is [CH:15]1([NH:18][C:5](=[NH:14])[C:6]2[CH:7]=[CH:8][C:9]([O:12][CH3:13])=[CH:10][CH:11]=2)[CH2:17][CH2:16]1. The yield is 0.820.